Task: Predict which catalyst facilitates the given reaction.. Dataset: Catalyst prediction with 721,799 reactions and 888 catalyst types from USPTO (1) Reactant: [NH2:1][C:2]1[CH:18]=[CH:17][C:16]([I:19])=[CH:15][C:3]=1[C:4]([NH:6][CH2:7][C:8]1[CH:13]=[CH:12][C:11]([F:14])=[CH:10][CH:9]=1)=[O:5].[C:20](N1C=CN=C1)(N1C=CN=C1)=[O:21]. Product: [F:14][C:11]1[CH:10]=[CH:9][C:8]([CH2:7][N:6]2[C:4](=[O:5])[C:3]3[C:2](=[CH:18][CH:17]=[C:16]([I:19])[CH:15]=3)[NH:1][C:20]2=[O:21])=[CH:13][CH:12]=1. The catalyst class is: 7. (2) Reactant: ClC(OCC)=O.[S:7]1[C:11]([C@@H:12]2[CH2:14][C@H:13]2[C:15]([OH:17])=O)=[CH:10][N:9]=[CH:8]1.C(N(CC)CC)C.[N-:25]=[N+:26]=[N-:27].[Na+]. Product: [S:7]1[C:11]([C@@H:12]2[CH2:14][C@H:13]2[C:15]([N:25]=[N+:26]=[N-:27])=[O:17])=[CH:10][N:9]=[CH:8]1. The catalyst class is: 95. (3) Reactant: Br[C:2]1[CH:3]=[CH:4][C:5]([N:8]2[CH2:14][CH2:13][CH2:12][N:11]([C:15]([O:17][CH2:18][C:19]([NH:21][CH3:22])=[O:20])=[O:16])[CH2:10][CH2:9]2)=[N:6][CH:7]=1.[F:23][C:24]([F:36])([F:35])[O:25][C:26]1[CH:31]=[CH:30][C:29](B(O)O)=[CH:28][CH:27]=1.C(=O)([O-])[O-].[Na+].[Na+].C(O)C. Product: [F:23][C:24]([F:35])([F:36])[O:25][C:26]1[CH:31]=[CH:30][C:29]([C:2]2[CH:3]=[CH:4][C:5]([N:8]3[CH2:14][CH2:13][CH2:12][N:11]([C:15]([O:17][CH2:18][C:19]([NH:21][CH3:22])=[O:20])=[O:16])[CH2:10][CH2:9]3)=[N:6][CH:7]=2)=[CH:28][CH:27]=1. The catalyst class is: 11. (4) Reactant: [NH3:1].[F:2][C:3]1[C:11]([O:12][CH3:13])=[CH:10][CH:9]=[C:8]([I:14])[C:4]=1[C:5](Cl)=[O:6]. Product: [F:2][C:3]1[C:11]([O:12][CH3:13])=[CH:10][CH:9]=[C:8]([I:14])[C:4]=1[C:5]([NH2:1])=[O:6]. The catalyst class is: 7. (5) Reactant: [OH:1][CH2:2][C:3]([NH:6][C:7](=[O:13])[O:8][C:9]([CH3:12])([CH3:11])[CH3:10])([CH3:5])[CH3:4].CCN(CC)CC.[CH3:21][S:22](Cl)(=[O:24])=[O:23]. Product: [CH3:21][S:22]([O:1][CH2:2][C:3]([NH:6][C:7]([O:8][C:9]([CH3:12])([CH3:11])[CH3:10])=[O:13])([CH3:4])[CH3:5])(=[O:24])=[O:23]. The catalyst class is: 2. (6) Reactant: [Br:1][C:2]1[CH:7]=[CH:6][C:5]([C:8](=O)[CH2:9][C:10](=O)[CH3:11])=[CH:4][CH:3]=1.[C:14]([CH2:16][C:17]([NH:19][CH2:20][C:21]1[CH:26]=[CH:25][C:24]([CH3:27])=[CH:23][C:22]=1[CH3:28])=[O:18])#[N:15].C1CCN2C(=NCCC2)CC1. Product: [Br:1][C:2]1[CH:7]=[CH:6][C:5]([C:8]2[N:19]([CH2:20][C:21]3[CH:26]=[CH:25][C:24]([CH3:27])=[CH:23][C:22]=3[CH3:28])[C:17](=[O:18])[C:16]([C:14]#[N:15])=[C:10]([CH3:11])[CH:9]=2)=[CH:4][CH:3]=1. The catalyst class is: 48. (7) Reactant: C[NH:2][CH2:3][CH2:4][NH:5][CH3:6].[CH2:7](N(CC)CC)C.[Br:14][C:15]1[CH:16]=[C:17]([S:21](Cl)(=[O:23])=[O:22])[CH:18]=[CH:19][CH:20]=1. Product: [Br:14][C:15]1[CH:16]=[C:17]([S:21]([NH:2][CH2:3][CH2:4][N:5]([CH3:6])[CH3:7])(=[O:23])=[O:22])[CH:18]=[CH:19][CH:20]=1. The catalyst class is: 22. (8) Reactant: [NH2:1][C:2]1[CH:7]=[CH:6][C:5]([C:8]2[CH:9]=[N:10][C:11]3[N:12]([N:15]=[CH:16][C:17]=3[C:18]3[CH:23]=[CH:22][C:21]([N:24]4[CH2:29][CH2:28][N:27]([CH3:30])[CH2:26][CH2:25]4)=[CH:20][CH:19]=3)[C:13]=2[NH2:14])=[CH:4][CH:3]=1.Cl[C:32]([O:34][CH2:35][CH:36]([CH3:38])[CH3:37])=[O:33].C(OCC)(=O)C.C([O-])(O)=O.[Na+]. Product: [CH2:35]([O:34][C:32](=[O:33])[NH:1][C:2]1[CH:7]=[CH:6][C:5]([C:8]2[CH:9]=[N:10][C:11]3[N:12]([N:15]=[CH:16][C:17]=3[C:18]3[CH:19]=[CH:20][C:21]([N:24]4[CH2:25][CH2:26][N:27]([CH3:30])[CH2:28][CH2:29]4)=[CH:22][CH:23]=3)[C:13]=2[NH2:14])=[CH:4][CH:3]=1)[CH:36]([CH3:38])[CH3:37]. The catalyst class is: 298. (9) Reactant: P(Cl)(Cl)(Cl)(Cl)[Cl:2].[CH3:7][C:8]([CH3:16])([C:13](=O)[CH3:14])[C:9]([O:11][CH3:12])=[O:10]. Product: [Cl:2][C:13](=[CH2:14])[C:8]([CH3:16])([CH3:7])[C:9]([O:11][CH3:12])=[O:10]. The catalyst class is: 139.